Dataset: NCI-60 drug combinations with 297,098 pairs across 59 cell lines. Task: Regression. Given two drug SMILES strings and cell line genomic features, predict the synergy score measuring deviation from expected non-interaction effect. Drug 1: CC(C)CN1C=NC2=C1C3=CC=CC=C3N=C2N. Drug 2: COCCOC1=C(C=C2C(=C1)C(=NC=N2)NC3=CC=CC(=C3)C#C)OCCOC.Cl. Cell line: HS 578T. Synergy scores: CSS=-4.32, Synergy_ZIP=3.28, Synergy_Bliss=3.15, Synergy_Loewe=-4.68, Synergy_HSA=-3.64.